This data is from Catalyst prediction with 721,799 reactions and 888 catalyst types from USPTO. The task is: Predict which catalyst facilitates the given reaction. (1) Reactant: [CH:1]1([C:6]2[N:7]=[C:8]([C:17]3[CH:22]=[CH:21][C:20]([F:23])=[CH:19][CH:18]=3)[C:9]3[CH2:15][CH2:14][NH:13][CH2:12][CH2:11][C:10]=3[N:16]=2)[CH2:5][CH2:4][CH2:3][CH2:2]1.C=O.[BH-](OC(C)=O)(OC(C)=O)O[C:28](C)=O.[Na+]. Product: [CH:1]1([C:6]2[N:7]=[C:8]([C:17]3[CH:18]=[CH:19][C:20]([F:23])=[CH:21][CH:22]=3)[C:9]3[CH2:15][CH2:14][N:13]([CH3:28])[CH2:12][CH2:11][C:10]=3[N:16]=2)[CH2:2][CH2:3][CH2:4][CH2:5]1. The catalyst class is: 273. (2) Reactant: C[O:2][C:3](=[O:30])[CH:4]=[CH:5][C:6]1[CH:7]=[CH:8][C:9]2[N:10]([C:12]([C:15]3[CH:20]=[C:19]([CH:21]([CH3:23])[CH3:22])[CH:18]=[C:17]([CH:24]([CH3:26])[CH3:25])[C:16]=3[O:27][CH2:28][CH3:29])=[CH:13][N:14]=2)[CH:11]=1.[Cl-].[NH4+]. The catalyst class is: 273. Product: [CH2:28]([O:27][C:16]1[C:17]([CH:24]([CH3:26])[CH3:25])=[CH:18][C:19]([CH:21]([CH3:23])[CH3:22])=[CH:20][C:15]=1[C:12]1[N:10]2[CH:11]=[C:6]([CH:5]=[CH:4][C:3]([OH:30])=[O:2])[CH:7]=[CH:8][C:9]2=[N:14][CH:13]=1)[CH3:29]. (3) Reactant: [CH3:1][N:2]1[CH2:8][CH2:7][CH2:6][N:5]([CH2:9][CH2:10][CH2:11][CH2:12][O:13]C2C=C(C=CN=2)C#N)[CH2:4][CH2:3]1.CN1CCCNCC1.ClCCCCO.C([O-])([O-])=O.[K+].[K+].[Na+].[I-]. Product: [CH3:1][N:2]1[CH2:8][CH2:7][CH2:6][N:5]([CH2:9][CH2:10][CH2:11][CH2:12][OH:13])[CH2:4][CH2:3]1. The catalyst class is: 729. (4) Reactant: N(C(OCC)=O)=NC(OCC)=O.[Cl:13][C:14]1[CH:15]=[C:16]([CH3:35])[C:17]2[NH:18][C:19](=[O:34])[C:20]3[CH:30]=[C:29]([CH2:31][CH2:32][OH:33])[CH:28]=[N:27][C:21]=3[N:22]([CH2:25][CH3:26])[C:23]=2[N:24]=1.O[C:37]1[C:46]2[C:41](=[CH:42][CH:43]=[CH:44][CH:45]=2)[N:40]=[CH:39][CH:38]=1.C1C=CC(P(C2C=CC=CC=2)C2C=CC=CC=2)=CC=1. Product: [Cl:13][C:14]1[CH:15]=[C:16]([CH3:35])[C:17]2[NH:18][C:19](=[O:34])[C:20]3[CH:30]=[C:29]([CH2:31][CH2:32][O:33][C:37]4[C:46]5[C:41](=[CH:42][CH:43]=[CH:44][CH:45]=5)[N:40]=[CH:39][CH:38]=4)[CH:28]=[N:27][C:21]=3[N:22]([CH2:25][CH3:26])[C:23]=2[N:24]=1. The catalyst class is: 1. (5) Reactant: [CH3:1][N:2]1[CH:6]2[CH2:7][CH:8]([OH:10])[CH2:9][CH:3]1[CH2:4][CH2:5]2.C(N(CC)CC)C.[CH3:18][S:19](Cl)(=[O:21])=[O:20]. Product: [CH3:1][N:2]1[CH:6]2[CH2:5][CH2:4][CH:3]1[CH2:9][CH:8]([O:10][S:19]([CH3:18])(=[O:21])=[O:20])[CH2:7]2. The catalyst class is: 143.